From a dataset of Catalyst prediction with 721,799 reactions and 888 catalyst types from USPTO. Predict which catalyst facilitates the given reaction. (1) Reactant: [CH:1]1([C:4]2[CH:5]=[CH:6][C:7]([NH:14][C:15]3[CH:16]=[C:17]4[C:21](=[CH:22][CH:23]=3)[N:20]([CH2:24][C:25]3[CH:30]=[CH:29][C:28](I)=[CH:27][CH:26]=3)[CH:19]=[CH:18]4)=[C:8]([CH:13]=2)[C:9]([O:11][CH3:12])=[O:10])[CH2:3][CH2:2]1.[NH:32]1[CH2:37][CH2:36][O:35][CH2:34][CH2:33]1.C(=O)([O-])[O-].[Cs+].[Cs+]. Product: [CH:1]1([C:4]2[CH:5]=[CH:6][C:7]([NH:14][C:15]3[CH:16]=[C:17]4[C:21](=[CH:22][CH:23]=3)[N:20]([CH2:24][C:25]3[CH:30]=[CH:29][C:28]([N:32]5[CH2:37][CH2:36][O:35][CH2:34][CH2:33]5)=[CH:27][CH:26]=3)[CH:19]=[CH:18]4)=[C:8]([CH:13]=2)[C:9]([O:11][CH3:12])=[O:10])[CH2:3][CH2:2]1. The catalyst class is: 102. (2) The catalyst class is: 13. Product: [ClH:39].[CH2:1]([C:5]1[N:10]=[C:9]([CH3:11])[N:8]([CH2:12][C:13]2[CH:18]=[N:17][CH:16]=[CH:15][N:14]=2)[C:7](=[O:19])[C:6]=1[CH2:20][C:21]1[CH:26]=[CH:25][C:24]([C:27]2[CH:32]=[CH:31][CH:30]=[CH:29][C:28]=2[C:33]2[NH:37][C:36](=[O:38])[O:35][N:34]=2)=[CH:23][CH:22]=1)[CH2:2][CH2:3][CH3:4]. Reactant: [CH2:1]([C:5]1[N:10]=[C:9]([CH3:11])[N:8]([CH2:12][C:13]2[CH:18]=[N:17][CH:16]=[CH:15][N:14]=2)[C:7](=[O:19])[C:6]=1[CH2:20][C:21]1[CH:26]=[CH:25][C:24]([C:27]2[CH:32]=[CH:31][CH:30]=[CH:29][C:28]=2[C:33]2[NH:37][C:36](=[O:38])[O:35][N:34]=2)=[CH:23][CH:22]=1)[CH2:2][CH2:3][CH3:4].[ClH:39].C(OCC)(=O)C. (3) Reactant: [NH:1]1[C:9]2[C:4](=[CH:5][CH:6]=[CH:7][C:8]=2[C:10]([OH:12])=O)[CH:3]=[CH:2]1.CN(C(ON1N=NC2C=CC=CC1=2)=[N+](C)C)C.[B-](F)(F)(F)F.C(N(CC)C(C)C)(C)C.[C:44]([C:48]1[CH:65]=[CH:64][C:51]([CH2:52][NH:53][CH2:54][CH:55]([C:57]2[CH:62]=[CH:61][C:60]([F:63])=[CH:59][CH:58]=2)[OH:56])=[CH:50][CH:49]=1)([CH3:47])([CH3:46])[CH3:45]. Product: [C:44]([C:48]1[CH:65]=[CH:64][C:51]([CH2:52][N:53]([CH2:54][CH:55]([C:57]2[CH:58]=[CH:59][C:60]([F:63])=[CH:61][CH:62]=2)[OH:56])[C:10]([C:8]2[CH:7]=[CH:6][CH:5]=[C:4]3[C:9]=2[NH:1][CH:2]=[CH:3]3)=[O:12])=[CH:50][CH:49]=1)([CH3:47])([CH3:45])[CH3:46]. The catalyst class is: 18. (4) Reactant: Cl[C:2]1[CH:11]=[C:6]2[NH:7][CH2:8][CH2:9][CH2:10][N:5]2[C:4](=[O:12])[N:3]=1.[H-].[Na+].Br[CH2:16][C:17]([O:19]CC)=[O:18].[F:22][C:23]1[CH:24]=[C:25]([CH2:30][OH:31])[CH:26]=[CH:27][C:28]=1[F:29]. Product: [F:22][C:23]1[CH:24]=[C:25]([CH:26]=[CH:27][C:28]=1[F:29])[CH2:30][O:31][C:2]1[CH:11]=[C:6]2[N:7]([CH2:16][C:17]([OH:19])=[O:18])[CH2:8][CH2:9][CH2:10][N:5]2[C:4](=[O:12])[N:3]=1. The catalyst class is: 7.